Dataset: Forward reaction prediction with 1.9M reactions from USPTO patents (1976-2016). Task: Predict the product of the given reaction. (1) Given the reactants [CH3:1][O:2][C:3](=[O:17])[CH:4]([C:9]([C:11]1[N:12]=[C:13]([Br:16])[S:14][CH:15]=1)=[O:10])/[C:5](=[N:7]/C)/[CH3:6].Cl.NO, predict the reaction product. The product is: [CH3:1][O:2][C:3]([C:4]1[C:5]([CH3:6])=[N:7][O:10][C:9]=1[C:11]1[N:12]=[C:13]([Br:16])[S:14][CH:15]=1)=[O:17]. (2) Given the reactants C(O)(=O)C.[N+:5]([C:8]1[C:9]([SH:18])=[N:10][CH:11]=[C:12]([C:14]([F:17])([F:16])[F:15])[CH:13]=1)([O-])=O.C(OCC)(=O)C, predict the reaction product. The product is: [NH2:5][C:8]1[C:9]([SH:18])=[N:10][CH:11]=[C:12]([C:14]([F:16])([F:15])[F:17])[CH:13]=1. (3) Given the reactants [NH2:1][C:2]1[CH:7]=[CH:6][C:5]([N:8]2[C:12]3[C:13]4[S:17][C:16]([NH:18][C:19](=[O:21])[CH3:20])=[N:15][C:14]=4[CH2:22][CH2:23][C:11]=3[C:10]([CH:24]3[CH2:26][CH2:25]3)=[N:9]2)=[C:4]([Cl:27])[CH:3]=1.[CH2:28]1[CH2:33][CH2:32][CH:31]([CH:34]=O)[CH2:30][CH2:29]1.C(O[BH-](OC(=O)C)OC(=O)C)(=O)C.[Na+], predict the reaction product. The product is: [C:19]([NH:18][C:16]1[S:17][C:13]2[C:12]3[N:8]([C:5]4[CH:6]=[CH:7][C:2]([NH:1][CH2:34][CH:31]5[CH2:32][CH2:33][CH2:28][CH2:29][CH2:30]5)=[CH:3][C:4]=4[Cl:27])[N:9]=[C:10]([CH:24]4[CH2:25][CH2:26]4)[C:11]=3[CH2:23][CH2:22][C:14]=2[N:15]=1)(=[O:21])[CH3:20]. (4) Given the reactants [CH3:1][S:2]([C:5]1[CH:6]=[CH:7][C:8]([N:14]2[CH2:19][CH2:18][O:17][CH2:16][CH2:15]2)=[C:9]([CH:13]=1)[C:10]([OH:12])=O)(=[O:4])=[O:3].[N:20]1([C:26]2[CH:33]=[CH:32][C:29]([C:30]#[N:31])=[CH:28][CH:27]=2)[CH2:25][CH2:24][NH:23][CH2:22][CH2:21]1, predict the reaction product. The product is: [CH3:1][S:2]([C:5]1[CH:6]=[CH:7][C:8]([N:14]2[CH2:19][CH2:18][O:17][CH2:16][CH2:15]2)=[C:9]([CH:13]=1)[C:10]([N:23]1[CH2:22][CH2:21][N:20]([C:26]2[CH:27]=[CH:28][C:29]([C:30]#[N:31])=[CH:32][CH:33]=2)[CH2:25][CH2:24]1)=[O:12])(=[O:3])=[O:4]. (5) Given the reactants [Cl:1][C:2]1[CH:3]=[C:4]([CH:7]=[CH:8][C:9]=1[OH:10])[CH:5]=[O:6].[CH3:11][C:12]1([CH3:19])[O:16][C@H:15]([CH2:17]O)[CH2:14][O:13]1.C(P(CCCC)CCCC)CCC, predict the reaction product. The product is: [Cl:1][C:2]1[CH:3]=[C:4]([CH:7]=[CH:8][C:9]=1[O:10][CH2:17][C@@H:15]1[CH2:14][O:13][C:12]([CH3:19])([CH3:11])[O:16]1)[CH:5]=[O:6].